Dataset: Experimentally validated miRNA-target interactions with 360,000+ pairs, plus equal number of negative samples. Task: Binary Classification. Given a miRNA mature sequence and a target amino acid sequence, predict their likelihood of interaction. The miRNA is hsa-miR-550a-3-5p with sequence AGUGCCUGAGGGAGUAAGAG. The protein sequence of the target gene is MSPWSWFLLQTLCLLPTGAASRRGAPGTANCELKPQQSELNSFLWTIKRDPPSYFFGTIHVPYTRVWDFIPDNSKEAFLQSSIVYFELDLTDPYTISALTSCQMLPQGENLQDVLPRDIYCRLKRHLEYVKLMMPLWMTPDQRGKGLYADYLFNAIAGNWERKRPVWVMLMVNSLTEVDIKSRGVPVLDLFLAQEAERLRKQTGAVEKVEEQCHPLNGLNFSQVIFALNQTLLQQESLRAGSLQIPYTTEDLIKHYNCGDLSSVILSHDSSQVPNFINATLPPQERITAQEIDSYLRREL.... Result: 0 (no interaction).